From a dataset of Catalyst prediction with 721,799 reactions and 888 catalyst types from USPTO. Predict which catalyst facilitates the given reaction. (1) Reactant: [C:1]([N:4]1[CH2:9][CH2:8][CH:7]([C:10]2[O:11][C:12]3[C:13](=[C:15]([C:27]#[N:28])[C:16]([CH3:26])=[C:17]([C:20]4[CH:25]=[CH:24][CH:23]=[CH:22][CH:21]=4)[C:18]=3F)[N:14]=2)[CH2:6][CH2:5]1)(=[O:3])[CH3:2].C(N(CC)CC)C.[CH3:36][N:37]([CH3:43])[C@H:38]1[CH2:42][CH2:41][NH:40][CH2:39]1. Product: [C:1]([N:4]1[CH2:9][CH2:8][CH:7]([C:10]2[O:11][C:12]3[C:13](=[C:15]([C:27]#[N:28])[C:16]([CH3:26])=[C:17]([C:20]4[CH:25]=[CH:24][CH:23]=[CH:22][CH:21]=4)[C:18]=3[N:40]3[CH2:41][CH2:42][C@H:38]([N:37]([CH3:43])[CH3:36])[CH2:39]3)[N:14]=2)[CH2:6][CH2:5]1)(=[O:3])[CH3:2]. The catalyst class is: 16. (2) Reactant: [CH2:1]([C:3]1[C:11]2[C:6](=[CH:7][CH:8]=[CH:9][CH:10]=2)[NH:5][C:4]=1[C:12]([NH:14][CH3:15])=O)[CH3:2].[H-].[Al+3].[Li+].[H-].[H-].[H-]. Product: [CH2:1]([C:3]1[C:11]2[C:6](=[CH:7][CH:8]=[CH:9][CH:10]=2)[NH:5][C:4]=1[CH2:12][NH:14][CH3:15])[CH3:2]. The catalyst class is: 12. (3) Reactant: [OH-].[Na+].C1COCC1.CO.C[O:11][C:12]([C:14]1[CH:15]=[C:16]([CH2:20][CH2:21][CH:22]2[CH2:27][CH2:26][N:25]([C:28]([O:30][C:31]([CH3:34])([CH3:33])[CH3:32])=[O:29])[CH2:24][CH2:23]2)[CH:17]=[CH:18][CH:19]=1)=[O:13]. Product: [C:31]([O:30][C:28]([N:25]1[CH2:26][CH2:27][CH:22]([CH2:21][CH2:20][C:16]2[CH:15]=[C:14]([CH:19]=[CH:18][CH:17]=2)[C:12]([OH:13])=[O:11])[CH2:23][CH2:24]1)=[O:29])([CH3:34])([CH3:32])[CH3:33]. The catalyst class is: 25. (4) Reactant: [C:1]1([C:29]2[CH:34]=[CH:33][CH:32]=[CH:31][CH:30]=2)[CH:6]=[CH:5][CH:4]=[CH:3][C:2]=1[CH2:7][C:8]([CH:16]1[O:21][CH2:20][CH2:19][N:18](CC2C=CC=CC=2)[CH2:17]1)([CH:10]1[CH2:15][CH2:14][O:13][CH2:12][CH2:11]1)[OH:9].CCN(C(C)C)C(C)C.[Cl:44]C(OC(Cl)C)=O. Product: [ClH:44].[C:1]1([C:29]2[CH:34]=[CH:33][CH:32]=[CH:31][CH:30]=2)[CH:6]=[CH:5][CH:4]=[CH:3][C:2]=1[CH2:7][C:8]([CH:16]1[O:21][CH2:20][CH2:19][NH:18][CH2:17]1)([CH:10]1[CH2:11][CH2:12][O:13][CH2:14][CH2:15]1)[OH:9]. The catalyst class is: 61. (5) Reactant: [C:1]1([S:15](Cl)(=[O:17])=[O:16])[C:10]2[C:5](=[CH:6][CH:7]=[CH:8][CH:9]=2)[CH:4]=[C:3]([S:11](Cl)(=[O:13])=[O:12])[CH:2]=1.[Cl:19][C:20]1[CH:21]=[CH:22][C:23]([CH3:27])=[C:24]([CH:26]=1)[NH2:25]. Product: [Cl:19][C:20]1[CH:21]=[CH:22][C:23]([CH3:27])=[C:24]([NH:25][S:15]([C:1]2[C:10]3[C:5](=[CH:6][CH:7]=[CH:8][CH:9]=3)[CH:4]=[C:3]([S:11]([NH:25][C:24]3[CH:26]=[C:20]([Cl:19])[CH:21]=[CH:22][C:23]=3[CH3:27])(=[O:13])=[O:12])[CH:2]=2)(=[O:17])=[O:16])[CH:26]=1. The catalyst class is: 28. (6) Reactant: [Cl:1][C:2]1[C:8]([O:9][C:10]2[CH:15]=[CH:14][CH:13]=[C:12]([Cl:16])[C:11]=2[Cl:17])=[CH:7][C:5]([NH2:6])=[C:4]([N+:18]([O-])=O)[CH:3]=1. Product: [Cl:1][C:2]1[C:8]([O:9][C:10]2[CH:15]=[CH:14][CH:13]=[C:12]([Cl:16])[C:11]=2[Cl:17])=[CH:7][C:5]([NH2:6])=[C:4]([NH2:18])[CH:3]=1. The catalyst class is: 227.